Dataset: Reaction yield outcomes from USPTO patents with 853,638 reactions. Task: Predict the reaction yield, written as a fraction of the theoretical maximum amount of product (1.0 means a 100% yield; for example, 0.34 means a 34% yield). The reactants are Cl[C:2]1[N:7]=[C:6]([NH2:8])[N:5]=[C:4]([NH:9][C:10]2[CH:15]=[CH:14][C:13]([Cl:16])=[CH:12][CH:11]=2)[CH:3]=1.[Cl:17][C:18]1[CH:19]=[CH:20][C:21]([O:27][CH3:28])=[C:22](B(O)O)[CH:23]=1.C1(P(C2C=CC=CC=2)C2C=CC=CC=2)C=CC=CC=1.C(=O)([O-])[O-].[Na+].[Na+]. The catalyst is O.C([O-])(=O)C.[Pd+2].C([O-])(=O)C.C(COC)OC. The product is [Cl:17][C:18]1[CH:23]=[CH:22][C:21]([O:27][CH3:28])=[C:20]([C:2]2[N:7]=[C:6]([NH2:8])[N:5]=[C:4]([NH:9][C:10]3[CH:15]=[CH:14][C:13]([Cl:16])=[CH:12][CH:11]=3)[CH:3]=2)[CH:19]=1. The yield is 0.490.